This data is from Forward reaction prediction with 1.9M reactions from USPTO patents (1976-2016). The task is: Predict the product of the given reaction. (1) Given the reactants [O-2].[Cd+2:2].[C:3]([OH:22])(=[O:21])[CH2:4][CH2:5][CH2:6][CH2:7][CH2:8][CH2:9][CH2:10][CH2:11][CH2:12][CH2:13][CH2:14][CH2:15][CH2:16][CH2:17][CH2:18][CH2:19][CH3:20], predict the reaction product. The product is: [C:3]([O-:22])(=[O:21])[CH2:4][CH2:5][CH2:6][CH2:7][CH2:8][CH2:9][CH2:10][CH2:11][CH2:12][CH2:13][CH2:14][CH2:15][CH2:16][CH2:17][CH2:18][CH2:19][CH3:20].[Cd+2:2].[C:3]([O-:22])(=[O:21])[CH2:4][CH2:5][CH2:6][CH2:7][CH2:8][CH2:9][CH2:10][CH2:11][CH2:12][CH2:13][CH2:14][CH2:15][CH2:16][CH2:17][CH2:18][CH2:19][CH3:20]. (2) Given the reactants [NH:1]1[C:5]2[CH:6]=[CH:7][CH:8]=[CH:9][C:4]=2[N:3]=[C:2]1[NH2:10].Cl[C:12]1[C:21]2=[N:22][N:23](CC3C=CC(OC)=CC=3)[CH:24]=[C:20]2[C:19]2[CH:18]=[C:17]([O:34][CH3:35])[CH:16]=[CH:15][C:14]=2[N:13]=1, predict the reaction product. The product is: [NH:1]1[C:5]2[CH:6]=[CH:7][CH:8]=[CH:9][C:4]=2[N:3]=[C:2]1[NH:10][C:12]1[C:21]2=[N:22][NH:23][CH:24]=[C:20]2[C:19]2[CH:18]=[C:17]([O:34][CH3:35])[CH:16]=[CH:15][C:14]=2[N:13]=1.